Dataset: Full USPTO retrosynthesis dataset with 1.9M reactions from patents (1976-2016). Task: Predict the reactants needed to synthesize the given product. (1) Given the product [OH:5][C:6]1[CH:7]=[C:8]([CH2:12][C:13]([O:15][CH3:16])=[O:14])[CH:9]=[CH:10][CH:11]=1, predict the reactants needed to synthesize it. The reactants are: S(Cl)(Cl)=O.[OH:5][C:6]1[CH:7]=[C:8]([CH2:12][C:13]([OH:15])=[O:14])[CH:9]=[CH:10][CH:11]=1.[CH3:16]O. (2) Given the product [Cl:1][C:2]1[CH:3]=[C:4]([C:10]2[CH:11]=[C:12]([CH2:21][N:31]3[CH2:32][CH2:33][N:28]([CH3:27])[CH2:29][CH2:30]3)[C:13](=[O:20])[N:14]([CH2:16][CH:17]([CH3:18])[CH3:19])[N:15]=2)[CH:5]=[CH:6][C:7]=1[O:8][CH3:9], predict the reactants needed to synthesize it. The reactants are: [Cl:1][C:2]1[CH:3]=[C:4]([C:10]2[CH:11]=[C:12]([CH2:21]OS(C)(=O)=O)[C:13](=[O:20])[N:14]([CH2:16][CH:17]([CH3:19])[CH3:18])[N:15]=2)[CH:5]=[CH:6][C:7]=1[O:8][CH3:9].[CH3:27][N:28]1[CH2:33][CH2:32][NH:31][CH2:30][CH2:29]1. (3) Given the product [O:36]=[C:30]1[C:29]2[C:34](=[CH:35][C:26]([NH:25][C:24]([C:21]3([C:38]4[CH:39]=[CH:40][C:41]([Cl:44])=[CH:42][CH:43]=4)[CH2:22][CH2:23][NH:18][CH2:19][CH2:20]3)=[O:37])=[CH:27][CH:28]=2)[N:33]=[CH:32][NH:31]1, predict the reactants needed to synthesize it. The reactants are: C1C2C(COC([N:18]3[CH2:23][CH2:22][C:21]([C:38]4[CH:43]=[CH:42][C:41]([Cl:44])=[CH:40][CH:39]=4)([C:24](=[O:37])[NH:25][C:26]4[CH:35]=[C:34]5[C:29]([C:30](=[O:36])[NH:31][CH:32]=[N:33]5)=[CH:28][CH:27]=4)[CH2:20][CH2:19]3)=O)C3C(=CC=CC=3)C=2C=CC=1.CNCCS.N12CCCN=C1CCCCC2. (4) Given the product [N:7]1[C:8]2[CH:9]=[CH:10][CH:11]=[CH:6][C:4]=2[NH:3][C:23]=1[C:20]1[S:21][CH:22]=[C:18]([C:14]2[O:13][CH:17]=[CH:16][CH:15]=2)[N:19]=1, predict the reactants needed to synthesize it. The reactants are: CO[N:3](C)[C:4]([C:6]1[CH:11]=[CH:10][CH:9]=[CH:8][N:7]=1)=O.[O:13]1[CH:17]=[CH:16][CH:15]=[C:14]1[C:18]1[N:19]=[C:20]([CH:23]2C3NC=NC=3CCS2)[S:21][CH:22]=1. (5) Given the product [F:64][C:65]1[CH:66]=[C:67]([CH:73]=[C:74]([C:76]([F:78])([F:77])[F:79])[CH:75]=1)[O:68][CH:69]1[CH2:72][N:71]([C:25](=[O:27])[CH2:24][NH:23][C:21]([C:19]2[N:18]=[CH:17][N:16]([C:10]3[CH:11]=[CH:12][CH:13]=[CH:14][CH:15]=3)[CH:20]=2)=[O:22])[CH2:70]1, predict the reactants needed to synthesize it. The reactants are: CCN(C(C)C)C(C)C.[C:10]1([N:16]2[CH:20]=[C:19]([C:21]([NH:23][CH2:24][C:25]([OH:27])=O)=[O:22])[N:18]=[CH:17]2)[CH:15]=[CH:14][CH:13]=[CH:12][CH:11]=1.C1(N2C=C(C(O)=O)N=C2)C=CC=CC=1.C1C=CC2N(O)N=NC=2C=1.CCN=C=NCCCN(C)C.Cl.[F:64][C:65]1[CH:66]=[C:67]([CH:73]=[C:74]([C:76]([F:79])([F:78])[F:77])[CH:75]=1)[O:68][CH:69]1[CH2:72][NH:71][CH2:70]1.Cl.FC(F)(F)C1C=C(C=CC=1)OC1CNC1.